From a dataset of Reaction yield outcomes from USPTO patents with 853,638 reactions. Predict the reaction yield, written as a fraction of the theoretical maximum amount of product (1.0 means a 100% yield; for example, 0.34 means a 34% yield). (1) The reactants are [CH3:1][C:2]1[CH:7]=[CH:6][CH:5]=[C:4]([CH3:8])[C:3]=1I.[CH2:10]([OH:13])[C:11]#[CH:12].N(C(C)C)C(C)C. The catalyst is C1C=CC([P]([Pd]([P](C2C=CC=CC=2)(C2C=CC=CC=2)C2C=CC=CC=2)([P](C2C=CC=CC=2)(C2C=CC=CC=2)C2C=CC=CC=2)[P](C2C=CC=CC=2)(C2C=CC=CC=2)C2C=CC=CC=2)(C2C=CC=CC=2)C2C=CC=CC=2)=CC=1.[Cu]I.C1COCC1. The product is [CH3:1][C:2]1[CH:7]=[CH:6][CH:5]=[C:4]([CH3:8])[C:3]=1[C:12]#[C:11][CH2:10][OH:13]. The yield is 0.320. (2) The reactants are [Cl:1][C:2]1[N:3]=[C:4](Cl)[C:5]2[O:10][CH:9]=[CH:8][C:6]=2[N:7]=1.[N+:12]([C:15]1[CH:16]=[C:17]([OH:21])[CH:18]=[CH:19][CH:20]=1)([O-:14])=[O:13].C(N(C(C)C)CC)(C)C. The catalyst is CO. The product is [Cl:1][C:2]1[N:3]=[C:4]([O:21][C:17]2[CH:18]=[CH:19][CH:20]=[C:15]([N+:12]([O-:14])=[O:13])[CH:16]=2)[C:5]2[O:10][CH:9]=[CH:8][C:6]=2[N:7]=1. The yield is 0.640. (3) The reactants are [F:1][C:2]1[CH:7]=[CH:6][C:5]([C:8]2[C:12]([CH2:13][O:14][C:15]3[CH:23]=[CH:22][C:18]([C:19]([OH:21])=O)=[CH:17][N:16]=3)=[C:11]([CH3:24])[O:10][N:9]=2)=[CH:4][CH:3]=1.[NH2:25][CH:26]1[CH2:31][CH2:30][O:29][CH2:28][CH2:27]1. No catalyst specified. The product is [F:1][C:2]1[CH:3]=[CH:4][C:5]([C:8]2[C:12]([CH2:13][O:14][C:15]3[CH:23]=[CH:22][C:18]([C:19]([NH:25][CH:26]4[CH2:31][CH2:30][O:29][CH2:28][CH2:27]4)=[O:21])=[CH:17][N:16]=3)=[C:11]([CH3:24])[O:10][N:9]=2)=[CH:6][CH:7]=1. The yield is 0.850. (4) The reactants are [C:1]([O-:4])([O-])=[O:2].[K+].[K+].[OH:7][CH2:8][CH:9]1[CH2:14][CH2:13][CH2:12][NH:11][CH2:10]1. The catalyst is CC(C)=O. The product is [C:9]([O:4][C:1]([N:11]1[CH2:12][CH2:13][CH2:14][CH:9]([CH2:8][OH:7])[CH2:10]1)=[O:2])([CH3:14])([CH3:10])[CH3:8]. The yield is 0.880. (5) The reactants are [Cl:1][C:2]1[CH:7]=[CH:6][CH:5]=[CH:4][C:3]=1[C:8](=[N+]=[N-])[C:9]([O:11][CH3:12])=[O:10].[CH:15](/[C:19]1[CH:24]=[CH:23][CH:22]=[CH:21][CH:20]=1)=[CH:16]\[CH:17]=[CH2:18]. The catalyst is C1(C)C=CC=CC=1. The product is [Cl:1][C:2]1[CH:7]=[CH:6][CH:5]=[CH:4][C:3]=1[C:8]1([C:9]([O:11][CH3:12])=[O:10])[CH2:18][CH:17]1/[CH:16]=[CH:15]/[C:19]1[CH:24]=[CH:23][CH:22]=[CH:21][CH:20]=1. The yield is 0.970. (6) The reactants are [CH3:1][O:2][C:3]1[CH:8]=[CH:7][CH:6]=[CH:5][C:4]=1[NH:9][C:10]1[N:15]=[C:14]([C:16]2[CH:17]=[C:18]([OH:22])[CH:19]=[CH:20][CH:21]=2)[CH:13]=[CH:12][C:11]=1[N+:23]([O-])=O.ClC1N=C(NC2C=CC=C[C:35]=2[O:40]C)C([N+]([O-])=O)=CC=1.OC1C=C(B(O)O)C=CC=1.P([O-])([O-])([O-])=O.[K+].[K+].[K+]. The catalyst is O1CCOCC1.C([O-])(=O)C.[Pd+2].C([O-])(=O)C. The product is [OH:22][C:18]1[CH:17]=[C:16]([C:14]2[N:15]=[C:10]3[N:9]([C:4]4[CH:5]=[CH:6][CH:7]=[CH:8][C:3]=4[O:2][CH3:1])[C:35](=[O:40])[NH:23][C:11]3=[CH:12][CH:13]=2)[CH:21]=[CH:20][CH:19]=1. The yield is 0.590. (7) The reactants are [F:1][C:2]([F:14])([F:13])[C:3]1[CH:4]=[C:5]([CH2:9][C:10]([OH:12])=O)[CH:6]=[CH:7][CH:8]=1.C1C=CC2N(O)N=NC=2C=1.CCN=C=NCCCN(C)C.[NH2:36][C:37]1[CH:42]=[CH:41][C:40]([C:43]2[CH:44]=[N:45][C:46]([NH2:49])=[N:47][CH:48]=2)=[CH:39][CH:38]=1. The catalyst is CN(C=O)C. The product is [NH2:49][C:46]1[N:45]=[CH:44][C:43]([C:40]2[CH:39]=[CH:38][C:37]([NH:36][C:10](=[O:12])[CH2:9][C:5]3[CH:6]=[CH:7][CH:8]=[C:3]([C:2]([F:1])([F:14])[F:13])[CH:4]=3)=[CH:42][CH:41]=2)=[CH:48][N:47]=1. The yield is 0.750. (8) The reactants are [CH3:1][S:2]([CH3:4])=O.ClC1[C:7]2[N:8]([CH:12]=[CH:13][N:14]=2)[CH:9]=[CH:10][N:11]=1.CS.[Na].O. The catalyst is ClCCl. The product is [CH3:1][S:2][C:4]1[C:7]2[N:8]([CH:12]=[CH:13][N:14]=2)[CH:9]=[CH:10][N:11]=1. The yield is 0.900.